This data is from Forward reaction prediction with 1.9M reactions from USPTO patents (1976-2016). The task is: Predict the product of the given reaction. (1) Given the reactants [CH2:1]([C:3]1[CH:4]=[C:5](B(O)O)[CH:6]=[CH:7][C:8]=1[O:9][CH3:10])[CH3:2].[CH3:14][C:15]([C:17]1[CH:22]=[CH:21][C:20](Br)=[CH:19][CH:18]=1)=[O:16], predict the reaction product. The product is: [CH2:1]([C:3]1[CH:4]=[C:5]([C:20]2[CH:21]=[CH:22][C:17]([C:15](=[O:16])[CH3:14])=[CH:18][CH:19]=2)[CH:6]=[CH:7][C:8]=1[O:9][CH3:10])[CH3:2]. (2) Given the reactants [CH3:1][C:2]1[CH:3]=[C:4]([NH2:22])[C:5]2[C:10]([C:11]3[CH:16]=[CH:15][CH:14]=[C:13]([O:17][CH3:18])[CH:12]=3)=[C:9]([CH:19]([CH3:21])[CH3:20])[S:8][C:6]=2[N:7]=1.[CH3:23][N:24]1[CH:28]=[C:27]([S:29](Cl)(=[O:31])=[O:30])[N:26]=[C:25]1[CH3:33].[C:34]([OH:40])([C:36]([F:39])([F:38])[F:37])=[O:35], predict the reaction product. The product is: [F:37][C:36]([F:39])([F:38])[C:34]([OH:40])=[O:35].[CH3:23][N:24]1[CH:28]=[C:27]([S:29]([NH:22][C:4]2[CH:3]=[C:2]([CH3:1])[N:7]=[C:6]3[S:8][C:9]([CH:19]([CH3:20])[CH3:21])=[C:10]([C:11]4[CH:16]=[CH:15][CH:14]=[C:13]([O:17][CH3:18])[CH:12]=4)[C:5]=23)(=[O:31])=[O:30])[N:26]=[C:25]1[CH3:33].